This data is from NCI-60 drug combinations with 297,098 pairs across 59 cell lines. The task is: Regression. Given two drug SMILES strings and cell line genomic features, predict the synergy score measuring deviation from expected non-interaction effect. (1) Synergy scores: CSS=3.84, Synergy_ZIP=-1.51, Synergy_Bliss=-2.71, Synergy_Loewe=-8.92, Synergy_HSA=-8.54. Drug 2: CC1=C(N=C(N=C1N)C(CC(=O)N)NCC(C(=O)N)N)C(=O)NC(C(C2=CN=CN2)OC3C(C(C(C(O3)CO)O)O)OC4C(C(C(C(O4)CO)O)OC(=O)N)O)C(=O)NC(C)C(C(C)C(=O)NC(C(C)O)C(=O)NCCC5=NC(=CS5)C6=NC(=CS6)C(=O)NCCC[S+](C)C)O. Drug 1: C1=NC2=C(N=C(N=C2N1C3C(C(C(O3)CO)O)F)Cl)N. Cell line: MCF7. (2) Drug 1: C1=CC(=CC=C1C#N)C(C2=CC=C(C=C2)C#N)N3C=NC=N3. Drug 2: CCCCCOC(=O)NC1=NC(=O)N(C=C1F)C2C(C(C(O2)C)O)O. Cell line: HT29. Synergy scores: CSS=-2.88, Synergy_ZIP=5.76, Synergy_Bliss=9.75, Synergy_Loewe=1.63, Synergy_HSA=1.51. (3) Drug 1: C1CN1C2=NC(=NC(=N2)N3CC3)N4CC4. Drug 2: C1CC(=O)NC(=O)C1N2C(=O)C3=CC=CC=C3C2=O. Cell line: A549. Synergy scores: CSS=34.4, Synergy_ZIP=1.91, Synergy_Bliss=2.19, Synergy_Loewe=-17.1, Synergy_HSA=2.20. (4) Drug 1: CC12CCC3C(C1CCC2=O)CC(=C)C4=CC(=O)C=CC34C. Drug 2: C1CN(CCN1C(=O)CCBr)C(=O)CCBr. Cell line: SW-620. Synergy scores: CSS=66.0, Synergy_ZIP=-2.69, Synergy_Bliss=3.15, Synergy_Loewe=0.0544, Synergy_HSA=2.30. (5) Synergy scores: CSS=-2.59, Synergy_ZIP=0.00758, Synergy_Bliss=-5.28, Synergy_Loewe=-4.75, Synergy_HSA=-6.64. Drug 2: C1CNP(=O)(OC1)N(CCCl)CCCl. Cell line: COLO 205. Drug 1: CC1=CC2C(CCC3(C2CCC3(C(=O)C)OC(=O)C)C)C4(C1=CC(=O)CC4)C. (6) Drug 1: C1=NNC2=C1C(=O)NC=N2. Drug 2: CC(C)NC(=O)C1=CC=C(C=C1)CNNC.Cl. Cell line: NCI-H226. Synergy scores: CSS=0.288, Synergy_ZIP=0.935, Synergy_Bliss=3.78, Synergy_Loewe=0.300, Synergy_HSA=0.670. (7) Drug 1: CNC(=O)C1=CC=CC=C1SC2=CC3=C(C=C2)C(=NN3)C=CC4=CC=CC=N4. Drug 2: CCC1(CC2CC(C3=C(CCN(C2)C1)C4=CC=CC=C4N3)(C5=C(C=C6C(=C5)C78CCN9C7C(C=CC9)(C(C(C8N6C)(C(=O)OC)O)OC(=O)C)CC)OC)C(=O)OC)O.OS(=O)(=O)O. Cell line: SK-MEL-5. Synergy scores: CSS=44.3, Synergy_ZIP=6.93, Synergy_Bliss=8.40, Synergy_Loewe=-51.8, Synergy_HSA=3.34. (8) Synergy scores: CSS=45.2, Synergy_ZIP=-0.345, Synergy_Bliss=0.511, Synergy_Loewe=-69.1, Synergy_HSA=-0.561. Cell line: SK-OV-3. Drug 2: CCCCCOC(=O)NC1=NC(=O)N(C=C1F)C2C(C(C(O2)C)O)O. Drug 1: CCC1=CC2CC(C3=C(CN(C2)C1)C4=CC=CC=C4N3)(C5=C(C=C6C(=C5)C78CCN9C7C(C=CC9)(C(C(C8N6C)(C(=O)OC)O)OC(=O)C)CC)OC)C(=O)OC.C(C(C(=O)O)O)(C(=O)O)O. (9) Drug 1: C1CN1P(=S)(N2CC2)N3CC3. Drug 2: C#CCC(CC1=CN=C2C(=N1)C(=NC(=N2)N)N)C3=CC=C(C=C3)C(=O)NC(CCC(=O)O)C(=O)O. Cell line: NCI-H522. Synergy scores: CSS=61.3, Synergy_ZIP=2.06, Synergy_Bliss=-0.775, Synergy_Loewe=-2.53, Synergy_HSA=-2.27. (10) Drug 1: C1=CN(C=N1)CC(O)(P(=O)(O)O)P(=O)(O)O. Drug 2: B(C(CC(C)C)NC(=O)C(CC1=CC=CC=C1)NC(=O)C2=NC=CN=C2)(O)O. Cell line: TK-10. Synergy scores: CSS=45.5, Synergy_ZIP=-1.28, Synergy_Bliss=-2.58, Synergy_Loewe=-37.1, Synergy_HSA=-1.34.